From a dataset of NCI-60 drug combinations with 297,098 pairs across 59 cell lines. Regression. Given two drug SMILES strings and cell line genomic features, predict the synergy score measuring deviation from expected non-interaction effect. Drug 1: CC1C(C(CC(O1)OC2CC(CC3=C2C(=C4C(=C3O)C(=O)C5=C(C4=O)C(=CC=C5)OC)O)(C(=O)CO)O)N)O.Cl. Drug 2: C1CNP(=O)(OC1)N(CCCl)CCCl. Cell line: EKVX. Synergy scores: CSS=4.63, Synergy_ZIP=-0.279, Synergy_Bliss=0.617, Synergy_Loewe=2.53, Synergy_HSA=1.33.